Task: Predict the reactants needed to synthesize the given product.. Dataset: Full USPTO retrosynthesis dataset with 1.9M reactions from patents (1976-2016) (1) Given the product [CH3:1][O:2][C:3]1[CH:19]=[C:18]2[C:6]([C:7](=[N:28][O:27][CH3:26])[CH2:8][C:9]3([O:17]2)[CH2:12][CH:11]([C:13]([O:15][CH3:16])=[O:14])[CH2:10]3)=[CH:5][CH:4]=1, predict the reactants needed to synthesize it. The reactants are: [CH3:1][O:2][C:3]1[CH:19]=[C:18]2[C:6]([C:7](=O)[CH2:8][C:9]3([O:17]2)[CH2:12][CH:11]([C:13]([O:15][CH3:16])=[O:14])[CH2:10]3)=[CH:5][CH:4]=1.C([O-])(=O)C.[Na+].[CH3:26][O:27][NH2:28].Cl. (2) Given the product [CH3:1][O:2][C:3]([C:5]1[S:12][C:11]2[C:10]([I:19])=[N:9][NH:8][C:7]=2[CH:6]=1)=[O:4], predict the reactants needed to synthesize it. The reactants are: [CH3:1][O:2][C:3]([C:5]1[S:12][C:11]2[CH:10]=[N:9][N:8](C(=O)C)[C:7]=2[CH:6]=1)=[O:4].C[O-].[Na+].[I:19]I.II.CN(C)C=O. (3) Given the product [Cl:17][C:16]1[C:2]([Cl:1])=[CH:3][C:4]2[NH:8][C:7]([C:9]([OH:14])([C:19]([CH3:23])([CH3:18])[CH:20]=[CH2:21])[C:10]([F:13])([F:11])[F:12])=[N:6][C:5]=2[CH:15]=1, predict the reactants needed to synthesize it. The reactants are: [Cl:1][C:2]1[C:16]([Cl:17])=[CH:15][C:5]2[NH:6][C:7]([C:9](=[O:14])[C:10]([F:13])([F:12])[F:11])=[N:8][C:4]=2[CH:3]=1.[CH3:18][C:19]([CH3:23])=[CH:20][CH2:21]Br.[In].Cl. (4) Given the product [Cl:1][C:2]1[CH:3]=[CH:4][C:5]([C:39]#[N:40])=[C:6]([C:8]2[CH:13]=[CH:12][N:11]([CH:14]([CH3:37])[C:15]([NH:17][C:18]3[CH:23]=[CH:22][C:21]([C:24]4[NH:28][NH:27][C:26](=[O:36])[CH:25]=4)=[CH:20][CH:19]=3)=[O:16])[C:10](=[O:38])[CH:9]=2)[CH:7]=1, predict the reactants needed to synthesize it. The reactants are: [Cl:1][C:2]1[CH:3]=[CH:4][C:5]([C:39]#[N:40])=[C:6]([C:8]2[CH:13]=[CH:12][N:11]([CH:14]([CH3:37])[C:15]([NH:17][C:18]3[CH:23]=[CH:22][C:21]([C:24]4[N:28](C(OC(C)(C)C)=O)[NH:27][C:26](=[O:36])[CH:25]=4)=[CH:20][CH:19]=3)=[O:16])[C:10](=[O:38])[CH:9]=2)[CH:7]=1.C(O)(C(F)(F)F)=O. (5) Given the product [CH3:11][N:12]([C:2]1[CH:7]=[CH:6][C:5]([N+:8]([O-:10])=[O:9])=[CH:4][CH:3]=1)[CH2:13][CH2:14][OH:15], predict the reactants needed to synthesize it. The reactants are: F[C:2]1[CH:7]=[CH:6][C:5]([N+:8]([O-:10])=[O:9])=[CH:4][CH:3]=1.[CH3:11][NH:12][CH2:13][CH2:14][OH:15]. (6) Given the product [CH3:11][C:12]1[NH:1][C:2]2[CH:3]=[C:4]([OH:10])[CH:5]=[C:6]([CH3:9])[C:7]=2[N:8]=1, predict the reactants needed to synthesize it. The reactants are: [NH2:1][C:2]1[CH:3]=[C:4]([OH:10])[CH:5]=[C:6]([CH3:9])[C:7]=1[NH2:8].[C:11](O)(=O)[CH3:12]. (7) Given the product [OH:1][C:2]1[CH:3]=[C:4]([C:8]2[N:16]=[C:15]3[C:11]([N:12]=[CH:13][N:14]3[CH2:17][C:18]([N:30]3[CH2:31][CH2:32][NH:27][C:28](=[O:33])[CH2:29]3)=[O:20])=[C:10]([N:21]3[CH2:22][CH2:23][O:24][CH2:25][CH2:26]3)[N:9]=2)[CH:5]=[CH:6][CH:7]=1, predict the reactants needed to synthesize it. The reactants are: [OH:1][C:2]1[CH:3]=[C:4]([C:8]2[N:16]=[C:15]3[C:11]([N:12]=[CH:13][N:14]3[CH2:17][C:18]([OH:20])=O)=[C:10]([N:21]3[CH2:26][CH2:25][O:24][CH2:23][CH2:22]3)[N:9]=2)[CH:5]=[CH:6][CH:7]=1.[NH:27]1[CH2:32][CH2:31][NH:30][CH2:29][C:28]1=[O:33]. (8) Given the product [NH2:1][C:2]1[N:3]=[N:4][CH:5]=[CH:6][C:7]=1[C@H:8]1[CH2:13][CH2:12][CH2:11][CH2:10][C@@H:9]1[O:14][C:15]1[C:20]([F:21])=[CH:19][C:18]([S:22]([NH:25][C:26]2[CH:31]=[CH:30][N:29]=[CH:28][N:27]=2)(=[O:23])=[O:24])=[C:17]([F:43])[CH:16]=1, predict the reactants needed to synthesize it. The reactants are: [NH2:1][C:2]1[N:3]=[N:4][CH:5]=[CH:6][C:7]=1[C@H:8]1[CH2:13][CH2:12][CH2:11][CH2:10][C@@H:9]1[O:14][C:15]1[C:20]([F:21])=[CH:19][C:18]([S:22]([N:25](CC2C=CC(OC)=CC=2OC)[C:26]2[CH:31]=[CH:30][N:29]=[CH:28][N:27]=2)(=[O:24])=[O:23])=[C:17]([F:43])[CH:16]=1.C([SiH](CC)CC)C.FC(F)(F)C(O)=O. (9) Given the product [CH3:12][O:6][CH2:5][C:4]1[CH:3]=[C:2]([I:1])[CH:9]=[CH:8][CH:7]=1, predict the reactants needed to synthesize it. The reactants are: [I:1][C:2]1[CH:3]=[C:4]([CH:7]=[CH:8][CH:9]=1)[CH2:5][OH:6].IC.[C:12](=O)([O-])[O-].[K+].[K+].[H-].[Na+]. (10) Given the product [Cl:1][C:2]1[CH:3]=[CH:4][C:5]([NH2:19])=[C:6]([C:8]2[CH2:12][CH2:11][N:10]([C:13]3[CH:14]=[CH:15][CH:16]=[CH:17][CH:18]=3)[N:9]=2)[CH:7]=1, predict the reactants needed to synthesize it. The reactants are: [Cl:1][C:2]1[CH:3]=[CH:4][C:5]([N+:19]([O-])=O)=[C:6]([C:8]2[CH2:12][CH2:11][N:10]([C:13]3[CH:18]=[CH:17][CH:16]=[CH:15][CH:14]=3)[N:9]=2)[CH:7]=1.